Dataset: Reaction yield outcomes from USPTO patents with 853,638 reactions. Task: Predict the reaction yield, written as a fraction of the theoretical maximum amount of product (1.0 means a 100% yield; for example, 0.34 means a 34% yield). (1) The product is [OH:30][CH2:29][C@H:28]([N:27]1[CH:5]=[N:4][N:3]=[C:2]1[C:6]1[CH:7]=[C:8]([NH:12][C:13]([C:15]2[CH:20]=[C:19]([C:21]3[CH:22]=[N:23][CH:24]=[CH:25][CH:26]=3)[CH:18]=[CH:17][N:16]=2)=[O:14])[CH:9]=[CH:10][CH:11]=1)[CH3:31]. The catalyst is C(O)CCC. The yield is 0.230. The reactants are O1[CH:5]=[N:4][N:3]=[C:2]1[C:6]1[CH:7]=[C:8]([NH:12][C:13]([C:15]2[CH:20]=[C:19]([C:21]3[CH:22]=[N:23][CH:24]=[CH:25][CH:26]=3)[CH:18]=[CH:17][N:16]=2)=[O:14])[CH:9]=[CH:10][CH:11]=1.[NH2:27][C@H:28]([CH3:31])[CH2:29][OH:30].FC(F)(F)C(O)=O. (2) The reactants are [CH:1]1([S:4]([NH2:7])(=[O:6])=[O:5])[CH2:3][CH2:2]1.[H-].[Na+].[F:10][C:11]1[CH:16]=[CH:15][C:14]([N:17]2[CH2:22][CH2:21][O:20][CH2:19][CH2:18]2)=[CH:13][C:12]=1[CH:23]1[C:32]([CH3:34])([CH3:33])[CH2:31][C:30]2[C:25](=[CH:26][CH:27]=[C:28]([C:35](O)=[O:36])[CH:29]=2)[NH:24]1.C(N1C=CN=C1)(N1C=CN=C1)=O. The catalyst is CN(C)C=O. The product is [F:10][C:11]1[CH:16]=[CH:15][C:14]([N:17]2[CH2:22][CH2:21][O:20][CH2:19][CH2:18]2)=[CH:13][C:12]=1[CH:23]1[C:32]([CH3:33])([CH3:34])[CH2:31][C:30]2[C:25](=[CH:26][CH:27]=[C:28]([C:35]([NH:7][S:4]([CH:1]3[CH2:3][CH2:2]3)(=[O:6])=[O:5])=[O:36])[CH:29]=2)[NH:24]1. The yield is 0.300. (3) The reactants are [H-].COCCO[Al+]OCCOC.[Na+].[H-].[CH2:15]([O:22][C:23]1[CH:24]=[C:25]([CH:29]([OH:33])[C:30]#[C:31][CH3:32])[CH:26]=[CH:27][CH:28]=1)[C:16]1[CH:21]=[CH:20][CH:19]=[CH:18][CH:17]=1. The catalyst is CCOCC. The product is [CH2:15]([O:22][C:23]1[CH:24]=[C:25]([CH:29]([OH:33])/[CH:30]=[CH:31]/[CH3:32])[CH:26]=[CH:27][CH:28]=1)[C:16]1[CH:17]=[CH:18][CH:19]=[CH:20][CH:21]=1. The yield is 0.860. (4) The reactants are [CH2:1]([OH:8])[CH2:2][CH2:3][CH2:4][CH2:5][CH2:6][OH:7].[CH3:9][C:10](C)([O-])[CH3:11].[K+].ICCC.O. The catalyst is ClCCl. The product is [CH2:9]([O:7][CH2:6][CH2:5][CH2:4][CH2:3][CH2:2][CH2:1][OH:8])[CH2:10][CH3:11]. The yield is 0.250.